Dataset: Catalyst prediction with 721,799 reactions and 888 catalyst types from USPTO. Task: Predict which catalyst facilitates the given reaction. (1) Reactant: [CH3:1][O:2][C:3](=[O:34])[C:4]1[CH:9]=[C:8]([CH2:10][C@H:11]2[C@H:19]3[C@@H:15]([N:16]([CH2:21][C:22]4[CH:27]=[CH:26][CH:25]=[C:24]([CH:28]([CH3:30])[CH3:29])[CH:23]=4)[C:17](=[O:20])[O:18]3)[CH2:14][S:13](=[O:32])(=[O:31])[CH2:12]2)[CH:7]=[CH:6][C:5]=1[OH:33].[F:35][C:36]([F:49])([F:48])[S:37](O[S:37]([C:36]([F:49])([F:48])[F:35])(=[O:39])=[O:38])(=[O:39])=[O:38].Cl. Product: [CH3:1][O:2][C:3](=[O:34])[C:4]1[CH:9]=[C:8]([CH2:10][C@H:11]2[C@H:19]3[C@@H:15]([N:16]([CH2:21][C:22]4[CH:27]=[CH:26][CH:25]=[C:24]([CH:28]([CH3:30])[CH3:29])[CH:23]=4)[C:17](=[O:20])[O:18]3)[CH2:14][S:13](=[O:31])(=[O:32])[CH2:12]2)[CH:7]=[CH:6][C:5]=1[O:33][S:37]([C:36]([F:49])([F:48])[F:35])(=[O:39])=[O:38]. The catalyst class is: 2. (2) Reactant: [NH2:1][C:2]1[C:11]([F:12])=[C:10](F)[C:9]2[O:14][CH2:15][C:16]3([CH2:20][CH2:19][CH2:18][CH2:17]3)[N:7]3[C:8]=2[C:3]=1[C:4](=[O:24])[C:5]([C:21]([OH:23])=[O:22])=[CH:6]3.[CH3:25][C:26]1[C:35]2[C:30](=[CH:31][CH:32]=[CH:33][CH:34]=2)[N:29]=[C:28]([NH:36][CH2:37][CH2:38][NH2:39])[CH:27]=1.C(N(CC)CC)C. Product: [NH2:1][C:2]1[C:11]([F:12])=[C:10]([NH:39][CH2:38][CH2:37][NH:36][C:28]2[CH:27]=[C:26]([CH3:25])[C:35]3[C:30](=[CH:31][CH:32]=[CH:33][CH:34]=3)[N:29]=2)[C:9]2[O:14][CH2:15][C:16]3([CH2:17][CH2:18][CH2:19][CH2:20]3)[N:7]3[C:8]=2[C:3]=1[C:4](=[O:24])[C:5]([C:21]([OH:23])=[O:22])=[CH:6]3. The catalyst class is: 16. (3) Reactant: [CH2:1]([N:8]1[CH2:13][CH2:12][C:11](=O)[CH2:10][CH2:9]1)[C:2]1[CH:7]=[CH:6][CH:5]=[CH:4][CH:3]=1.[Cl:15][C:16]1[CH:21]=[CH:20][C:19]([NH2:22])=[CH:18][CH:17]=1.C[Si]([C:27]#[N:28])(C)C.[OH-].[NH4+]. Product: [CH2:1]([N:8]1[CH2:13][CH2:12][C:11]([NH:22][C:19]2[CH:20]=[CH:21][C:16]([Cl:15])=[CH:17][CH:18]=2)([C:27]#[N:28])[CH2:10][CH2:9]1)[C:2]1[CH:7]=[CH:6][CH:5]=[CH:4][CH:3]=1. The catalyst class is: 86. (4) Reactant: Cl.C(OC([N:9]1[CH2:14][CH2:13][N:12]([C:15]2[CH:20]=[CH:19][C:18]([NH:21][C:22]3[N:27]=[C:26]([NH:28][CH2:29][CH:30]4[CH2:34][CH2:33][CH2:32][O:31]4)[C:25]([Br:35])=[CH:24][N:23]=3)=[CH:17][CH:16]=2)[CH2:11][CH2:10]1)=O)(C)(C)C.[C:36]([OH:42])([C:38]([F:41])([F:40])[F:39])=[O:37]. Product: [OH:42][C:36]([C:38]([F:41])([F:40])[F:39])=[O:37].[Br:35][C:25]1[C:26]([NH:28][CH2:29][CH:30]2[CH2:34][CH2:33][CH2:32][O:31]2)=[N:27][C:22]([NH:21][C:18]2[CH:19]=[CH:20][C:15]([N:12]3[CH2:13][CH2:14][NH:9][CH2:10][CH2:11]3)=[CH:16][CH:17]=2)=[N:23][CH:24]=1. The catalyst class is: 2. (5) Reactant: [C:1]1([C:12]2[C:13]([NH2:22])=[CH:14][CH:15]=[C:16]3[C:21]=2[CH:20]=[CH:19][CH:18]=[CH:17]3)[C:2]([NH2:11])=[CH:3][CH:4]=[C:5]2[C:10]=1[CH:9]=[CH:8][CH:7]=[CH:6]2.[C:23]1([CH3:33])[CH:28]=[CH:27][C:26]([S:29](Cl)(=[O:31])=[O:30])=[CH:25][CH:24]=1. Product: [C:23]1([CH3:33])[CH:28]=[CH:27][C:26]([S:29]([NH:22][C:13]2[C:12]([C:1]3[C:2]([NH:11][S:29]([C:26]4[CH:27]=[CH:28][C:23]([CH3:33])=[CH:24][CH:25]=4)(=[O:31])=[O:30])=[CH:3][CH:4]=[C:5]4[C:10]=3[CH:9]=[CH:8][CH:7]=[CH:6]4)=[C:21]3[C:16](=[CH:15][CH:14]=2)[CH:17]=[CH:18][CH:19]=[CH:20]3)(=[O:31])=[O:30])=[CH:25][CH:24]=1. The catalyst class is: 300. (6) Reactant: [CH3:1][C:2]1([C:8]2[CH:9]=[C:10]([NH:14][S:15]([CH3:18])(=[O:17])=[O:16])[CH:11]=[CH:12][CH:13]=2)[CH:7]2[CH:3]1[CH2:4][NH:5][CH2:6]2.C(=O)([O-])O.[Na+].[C:24]12([CH2:34][CH2:35]I)[CH2:33][CH:28]3[CH2:29][CH:30]([CH2:32][CH:26]([CH2:27]3)[CH2:25]1)[CH2:31]2.C(OCC)C. Product: [NH3:5].[C:24]12([CH2:34][CH2:35][N:5]3[CH2:6][CH:7]4[CH:3]([C:2]4([C:8]4[CH:9]=[C:10]([NH:14][S:15]([CH3:18])(=[O:17])=[O:16])[CH:11]=[CH:12][CH:13]=4)[CH3:1])[CH2:4]3)[CH2:25][CH:26]3[CH2:32][CH:30]([CH2:29][CH:28]([CH2:27]3)[CH2:33]1)[CH2:31]2. The catalyst class is: 35.